Regression. Given two drug SMILES strings and cell line genomic features, predict the synergy score measuring deviation from expected non-interaction effect. From a dataset of NCI-60 drug combinations with 297,098 pairs across 59 cell lines. (1) Drug 1: CS(=O)(=O)C1=CC(=C(C=C1)C(=O)NC2=CC(=C(C=C2)Cl)C3=CC=CC=N3)Cl. Drug 2: C(=O)(N)NO. Cell line: PC-3. Synergy scores: CSS=1.44, Synergy_ZIP=-2.33, Synergy_Bliss=-1.84, Synergy_Loewe=-2.40, Synergy_HSA=-2.49. (2) Cell line: KM12. Synergy scores: CSS=4.32, Synergy_ZIP=-3.62, Synergy_Bliss=-4.99, Synergy_Loewe=-4.41, Synergy_HSA=-4.80. Drug 2: CC1CCC2CC(C(=CC=CC=CC(CC(C(=O)C(C(C(=CC(C(=O)CC(OC(=O)C3CCCCN3C(=O)C(=O)C1(O2)O)C(C)CC4CCC(C(C4)OC)OCCO)C)C)O)OC)C)C)C)OC. Drug 1: C1CN1P(=S)(N2CC2)N3CC3. (3) Drug 1: C1=C(C(=O)NC(=O)N1)N(CCCl)CCCl. Drug 2: CC1C(C(CC(O1)OC2CC(CC3=C2C(=C4C(=C3O)C(=O)C5=C(C4=O)C(=CC=C5)OC)O)(C(=O)CO)O)N)O.Cl. Cell line: HOP-92. Synergy scores: CSS=74.8, Synergy_ZIP=0.549, Synergy_Bliss=0.203, Synergy_Loewe=5.31, Synergy_HSA=7.21. (4) Drug 1: CC1OCC2C(O1)C(C(C(O2)OC3C4COC(=O)C4C(C5=CC6=C(C=C35)OCO6)C7=CC(=C(C(=C7)OC)O)OC)O)O. Drug 2: CC1=C(N=C(N=C1N)C(CC(=O)N)NCC(C(=O)N)N)C(=O)NC(C(C2=CN=CN2)OC3C(C(C(C(O3)CO)O)O)OC4C(C(C(C(O4)CO)O)OC(=O)N)O)C(=O)NC(C)C(C(C)C(=O)NC(C(C)O)C(=O)NCCC5=NC(=CS5)C6=NC(=CS6)C(=O)NCCC[S+](C)C)O. Cell line: HOP-62. Synergy scores: CSS=52.5, Synergy_ZIP=-3.04, Synergy_Bliss=-0.0669, Synergy_Loewe=3.12, Synergy_HSA=4.72. (5) Drug 2: C1=NNC2=C1C(=O)NC=N2. Synergy scores: CSS=40.0, Synergy_ZIP=3.19, Synergy_Bliss=2.65, Synergy_Loewe=-35.7, Synergy_HSA=2.77. Cell line: NCI-H522. Drug 1: C1=CN(C(=O)N=C1N)C2C(C(C(O2)CO)O)O.Cl. (6) Drug 1: CC1=C(C=C(C=C1)NC2=NC=CC(=N2)N(C)C3=CC4=NN(C(=C4C=C3)C)C)S(=O)(=O)N.Cl. Drug 2: CNC(=O)C1=NC=CC(=C1)OC2=CC=C(C=C2)NC(=O)NC3=CC(=C(C=C3)Cl)C(F)(F)F. Cell line: M14. Synergy scores: CSS=20.6, Synergy_ZIP=-3.43, Synergy_Bliss=-0.114, Synergy_Loewe=-16.5, Synergy_HSA=-2.81. (7) Drug 1: C1CC(C1)(C(=O)O)C(=O)O.[NH2-].[NH2-].[Pt+2]. Drug 2: C1CCC(C(C1)N)N.C(=O)(C(=O)[O-])[O-].[Pt+4]. Cell line: U251. Synergy scores: CSS=29.5, Synergy_ZIP=-13.8, Synergy_Bliss=-5.37, Synergy_Loewe=-2.68, Synergy_HSA=-0.0612.